Dataset: Experimental lipophilicity measurements (octanol/water distribution) for 4,200 compounds from AstraZeneca. Task: Regression/Classification. Given a drug SMILES string, predict its absorption, distribution, metabolism, or excretion properties. Task type varies by dataset: regression for continuous measurements (e.g., permeability, clearance, half-life) or binary classification for categorical outcomes (e.g., BBB penetration, CYP inhibition). For this dataset (lipophilicity_astrazeneca), we predict Y. (1) The Y is 3.51 logD. The compound is O=C(c1c[nH]c(=O)c2ccccc12)N1CCC(N2CCC(Oc3ccc(Cl)c(Cl)c3)CC2)CC1. (2) The compound is N#Cc1cnn(-c2ccccc2)c1NC(=O)c1ccccc1F. The Y is 1.70 logD. (3) The compound is Cc1c(S(=O)(=O)c2ccc(Cl)cc2)c2c(NS(C)(=O)=O)cccc2n1CC(=O)O. The Y is -0.830 logD. (4) The drug is Cc1ccn2c(-c3ccnc(N)n3)c(C)nc2c1. The Y is 2.39 logD.